This data is from Forward reaction prediction with 1.9M reactions from USPTO patents (1976-2016). The task is: Predict the product of the given reaction. (1) Given the reactants [CH2:1]([O:3][C:4](=[O:31])[C:5]([CH3:30])([CH3:29])[CH2:6][C:7]1[NH:8][C:9]2[C:14]([C:15]=1[S:16][C:17]([CH3:20])([CH3:19])[CH3:18])=[CH:13][C:12]([O:21][CH2:22][C:23]1[CH:28]=[CH:27][CH:26]=[CH:25][N:24]=1)=[CH:11][CH:10]=2)[CH3:2].[H-].[Na+].[CH3:34][O:35][C:36]1[N:41]=[CH:40][C:39]([C:42]2[CH:53]=[CH:52][C:45]([CH2:46]OS(C)(=O)=O)=[CH:44][CH:43]=2)=[CH:38][CH:37]=1, predict the reaction product. The product is: [CH2:1]([O:3][C:4](=[O:31])[C:5]([CH3:30])([CH3:29])[CH2:6][C:7]1[N:8]([CH2:46][C:45]2[CH:44]=[CH:43][C:42]([C:39]3[CH:40]=[N:41][C:36]([O:35][CH3:34])=[CH:37][CH:38]=3)=[CH:53][CH:52]=2)[C:9]2[C:14]([C:15]=1[S:16][C:17]([CH3:20])([CH3:19])[CH3:18])=[CH:13][C:12]([O:21][CH2:22][C:23]1[CH:28]=[CH:27][CH:26]=[CH:25][N:24]=1)=[CH:11][CH:10]=2)[CH3:2]. (2) Given the reactants C1(C(C2C=CC=CC=2)[N:8]2[C:16]3[C:11](=[CH:12][CH:13]=[CH:14][CH:15]=3)[C:10]3([C:28]4[C:19](=[CH:20][C:21]5[O:26][CH2:25][CH2:24][O:23][C:22]=5[CH:27]=4)[O:18][CH2:17]3)[C:9]2=[O:29])C=CC=CC=1.C1(C(C2C=CC=CC=2)N2C3C(=CC=CC=3)C3(C4C=C(C)C(OC)=CC=4OC3)C2=O)C=CC=CC=1, predict the reaction product. The product is: [NH:8]1[C:16]2[C:11](=[CH:12][CH:13]=[CH:14][CH:15]=2)[C:10]2([C:28]3[C:19](=[CH:20][C:21]4[O:26][CH2:25][CH2:24][O:23][C:22]=4[CH:27]=3)[O:18][CH2:17]2)[C:9]1=[O:29]. (3) Given the reactants Br[C:2]1[CH:3]=[C:4]([CH:40]=[CH:41][CH:42]=1)[CH2:5][O:6][CH:7]1[CH:12]([C:13]2[CH:18]=[CH:17][C:16]([O:19][CH2:20][CH2:21][CH2:22][O:23][CH2:24][C:25]3[CH:30]=[CH:29][CH:28]=[CH:27][C:26]=3[O:31][CH3:32])=[CH:15][CH:14]=2)[CH2:11][CH2:10][N:9]([C:33]([O:35][C:36]([CH3:39])([CH3:38])[CH3:37])=[O:34])[CH2:8]1.[CH:43]([NH2:46])([CH3:45])[CH3:44], predict the reaction product. The product is: [CH:43]([NH:46][C:2]1[CH:3]=[C:4]([CH:40]=[CH:41][CH:42]=1)[CH2:5][O:6][CH:7]1[CH:12]([C:13]2[CH:18]=[CH:17][C:16]([O:19][CH2:20][CH2:21][CH2:22][O:23][CH2:24][C:25]3[CH:30]=[CH:29][CH:28]=[CH:27][C:26]=3[O:31][CH3:32])=[CH:15][CH:14]=2)[CH2:11][CH2:10][N:9]([C:33]([O:35][C:36]([CH3:39])([CH3:38])[CH3:37])=[O:34])[CH2:8]1)([CH3:45])[CH3:44].